Dataset: NCI-60 drug combinations with 297,098 pairs across 59 cell lines. Task: Regression. Given two drug SMILES strings and cell line genomic features, predict the synergy score measuring deviation from expected non-interaction effect. (1) Drug 1: CCC(=C(C1=CC=CC=C1)C2=CC=C(C=C2)OCCN(C)C)C3=CC=CC=C3.C(C(=O)O)C(CC(=O)O)(C(=O)O)O. Drug 2: C1=NNC2=C1C(=O)NC=N2. Cell line: MDA-MB-435. Synergy scores: CSS=-0.934, Synergy_ZIP=1.03, Synergy_Bliss=1.73, Synergy_Loewe=-1.50, Synergy_HSA=-0.675. (2) Drug 1: COC1=NC(=NC2=C1N=CN2C3C(C(C(O3)CO)O)O)N. Drug 2: CCC1(CC2CC(C3=C(CCN(C2)C1)C4=CC=CC=C4N3)(C5=C(C=C6C(=C5)C78CCN9C7C(C=CC9)(C(C(C8N6C)(C(=O)OC)O)OC(=O)C)CC)OC)C(=O)OC)O.OS(=O)(=O)O. Cell line: HOP-62. Synergy scores: CSS=58.3, Synergy_ZIP=-3.28, Synergy_Bliss=-3.98, Synergy_Loewe=-5.31, Synergy_HSA=-5.31. (3) Drug 1: CN1C2=C(C=C(C=C2)N(CCCl)CCCl)N=C1CCCC(=O)O.Cl. Drug 2: C1CNP(=O)(OC1)N(CCCl)CCCl. Cell line: 786-0. Synergy scores: CSS=-1.83, Synergy_ZIP=0.826, Synergy_Bliss=-0.0577, Synergy_Loewe=-1.28, Synergy_HSA=-1.38. (4) Drug 1: COC1=CC(=CC(=C1O)OC)C2C3C(COC3=O)C(C4=CC5=C(C=C24)OCO5)OC6C(C(C7C(O6)COC(O7)C8=CC=CS8)O)O. Drug 2: CC1=CC=C(C=C1)C2=CC(=NN2C3=CC=C(C=C3)S(=O)(=O)N)C(F)(F)F. Cell line: SNB-19. Synergy scores: CSS=53.0, Synergy_ZIP=1.10, Synergy_Bliss=-0.754, Synergy_Loewe=-21.6, Synergy_HSA=-0.266. (5) Drug 1: C1=CC(=CC=C1CCC2=CNC3=C2C(=O)NC(=N3)N)C(=O)NC(CCC(=O)O)C(=O)O. Drug 2: C1CN(CCN1C(=O)CCBr)C(=O)CCBr. Cell line: OVCAR-5. Synergy scores: CSS=17.2, Synergy_ZIP=-4.05, Synergy_Bliss=-0.849, Synergy_Loewe=-9.14, Synergy_HSA=0.511. (6) Drug 1: C1CN1P(=S)(N2CC2)N3CC3. Drug 2: C1CC(C1)(C(=O)O)C(=O)O.[NH2-].[NH2-].[Pt+2]. Cell line: SNB-75. Synergy scores: CSS=16.8, Synergy_ZIP=-5.12, Synergy_Bliss=-0.782, Synergy_Loewe=2.52, Synergy_HSA=2.67. (7) Cell line: HOP-92. Synergy scores: CSS=9.76, Synergy_ZIP=-7.09, Synergy_Bliss=-0.0642, Synergy_Loewe=-21.6, Synergy_HSA=-2.80. Drug 2: C1CN(P(=O)(OC1)NCCCl)CCCl. Drug 1: C1C(C(OC1N2C=NC3=C(N=C(N=C32)Cl)N)CO)O. (8) Drug 1: C(=O)(N)NO. Drug 2: C#CCC(CC1=CN=C2C(=N1)C(=NC(=N2)N)N)C3=CC=C(C=C3)C(=O)NC(CCC(=O)O)C(=O)O. Cell line: A498. Synergy scores: CSS=1.26, Synergy_ZIP=-3.02, Synergy_Bliss=-4.34, Synergy_Loewe=-4.33, Synergy_HSA=-2.99. (9) Drug 1: CC1OCC2C(O1)C(C(C(O2)OC3C4COC(=O)C4C(C5=CC6=C(C=C35)OCO6)C7=CC(=C(C(=C7)OC)O)OC)O)O. Drug 2: C1C(C(OC1N2C=NC(=NC2=O)N)CO)O. Cell line: HL-60(TB). Synergy scores: CSS=72.9, Synergy_ZIP=0.139, Synergy_Bliss=0.238, Synergy_Loewe=1.66, Synergy_HSA=3.86. (10) Drug 1: C1=CC(=CC=C1C#N)C(C2=CC=C(C=C2)C#N)N3C=NC=N3. Drug 2: CN(CCCl)CCCl.Cl. Synergy scores: CSS=19.7, Synergy_ZIP=-9.04, Synergy_Bliss=-0.960, Synergy_Loewe=0.559, Synergy_HSA=2.07. Cell line: KM12.